Dataset: Reaction yield outcomes from USPTO patents with 853,638 reactions. Task: Predict the reaction yield, written as a fraction of the theoretical maximum amount of product (1.0 means a 100% yield; for example, 0.34 means a 34% yield). The reactants are [NH2:1][C:2]1[CH:3]=[CH:4][CH:5]=[C:6]2[C:11]=1[N:10]=[CH:9][CH:8]=[CH:7]2.[Cl:12]N1C(=O)CCC1=O. The catalyst is CC(O)C. The product is [NH2:1][C:2]1[CH:3]=[CH:4][CH:5]=[C:6]2[C:11]=1[N:10]=[CH:9][CH:8]=[C:7]2[Cl:12]. The yield is 0.340.